Dataset: Catalyst prediction with 721,799 reactions and 888 catalyst types from USPTO. Task: Predict which catalyst facilitates the given reaction. Reactant: [S:1]([C:9]1[CH:14]=[CH:13][C:12]([OH:15])=[CH:11][CH:10]=1)[C:2]1[CH:7]=[CH:6][C:5](O)=[CH:4][CH:3]=1.[C:16](=[O:19])([O-])[O-].[K+].[K+].Br[CH2:23][CH2:24][CH2:25][CH2:26][CH2:27][CH2:28][CH3:29].O. Product: [CH2:23]([O:15][C:12]1[CH:13]=[CH:14][C:9]([S:1][C:2]2[CH:7]=[CH:6][C:5]([O:19][CH2:16][CH2:6][CH2:7][CH2:2][CH2:3][CH2:4][CH3:5])=[CH:4][CH:3]=2)=[CH:10][CH:11]=1)[CH2:24][CH2:25][CH2:26][CH2:27][CH2:28][CH3:29]. The catalyst class is: 3.